This data is from Forward reaction prediction with 1.9M reactions from USPTO patents (1976-2016). The task is: Predict the product of the given reaction. (1) Given the reactants [Cr](Cl)([O-])(=O)=O.[NH+]1C=CC=CC=1.[Br:12][C:13]1[CH:20]=[C:19]([Cl:21])[CH:18]=[CH:17][C:14]=1[CH2:15][OH:16].C(OCC)C, predict the reaction product. The product is: [Br:12][C:13]1[CH:20]=[C:19]([Cl:21])[CH:18]=[CH:17][C:14]=1[CH:15]=[O:16]. (2) Given the reactants [C:1]([C:3]1[C:4]([O:30][CH:31]([CH3:33])[CH3:32])=[CH:5][C:6]([NH:9][C:10]([N:12]2[C:21]3[C:16](=[CH:17][C:18]([CH2:27][NH:28][CH3:29])=[C:19]([CH:22]([O:25][CH3:26])[O:23][CH3:24])[N:20]=3)[CH2:15][CH2:14][CH2:13]2)=[O:11])=[N:7][CH:8]=1)#[N:2].CCN(CC)CC.[CH3:41][N:42]([CH3:47])[CH2:43][C:44](Cl)=[O:45], predict the reaction product. The product is: [C:1]([C:3]1[C:4]([O:30][CH:31]([CH3:33])[CH3:32])=[CH:5][C:6]([NH:9][C:10]([N:12]2[C:21]3[C:16](=[CH:17][C:18]([CH2:27][N:28]([CH3:29])[C:44](=[O:45])[CH2:43][N:42]([CH3:47])[CH3:41])=[C:19]([CH:22]([O:25][CH3:26])[O:23][CH3:24])[N:20]=3)[CH2:15][CH2:14][CH2:13]2)=[O:11])=[N:7][CH:8]=1)#[N:2]. (3) Given the reactants [CH3:1][C@@H:2]1[C@H:10]2[C@H:6]([N:7]([C:12]([O:14][C:15]([CH3:18])([CH3:17])[CH3:16])=[O:13])C(=O)[O:9]2)[CH:5]=[C:4]([C:19]2[CH:24]=[CH:23][N:22]=[CH:21][C:20]=2[N+:25]([O-:27])=[O:26])[CH2:3]1.[Li+].[OH-], predict the reaction product. The product is: [OH:9][C@@H:10]1[C@H:6]([NH:7][C:12](=[O:13])[O:14][C:15]([CH3:16])([CH3:17])[CH3:18])[CH:5]=[C:4]([C:19]2[CH:24]=[CH:23][N:22]=[CH:21][C:20]=2[N+:25]([O-:27])=[O:26])[CH2:3][C@@H:2]1[CH3:1]. (4) Given the reactants [Cl:1][C:2]1[CH:10]=[CH:9][C:8](F)=[CH:7][C:3]=1[C:4]([NH2:6])=[O:5].C(=O)([O-])[O-].[K+].[K+].[CH3:18][N:19]1[CH2:24][CH2:23][NH:22][CH2:21][CH2:20]1.O, predict the reaction product. The product is: [Cl:1][C:2]1[CH:10]=[CH:9][C:8]([N:22]2[CH2:23][CH2:24][N:19]([CH3:18])[CH2:20][CH2:21]2)=[CH:7][C:3]=1[C:4]([NH2:6])=[O:5]. (5) Given the reactants [Cl:1][C:2]1[C:3]([N:8]2[CH:12]=[CH:11][C:10]([C:13]([F:16])([F:15])[F:14])=[N:9]2)=[N:4][CH:5]=[CH:6][CH:7]=1.C([Mg]Cl)(C)C.S(Cl)([Cl:24])=O.C(C[O:30][CH3:31])OC, predict the reaction product. The product is: [Cl:1][C:2]1[C:3]([N:8]2[C:12]([C:31]([Cl:24])=[O:30])=[CH:11][C:10]([C:13]([F:16])([F:14])[F:15])=[N:9]2)=[N:4][CH:5]=[CH:6][CH:7]=1. (6) Given the reactants [C:1]([NH:4][CH:5]([C:10](=O)[CH2:11][CH2:12][CH2:13][CH2:14][O:15][CH3:16])[C:6]([O:8][CH3:9])=[O:7])(=O)[CH3:2].[NH2:18][C:19]1[CH:24]=[CH:23][CH:22]=[CH:21][CH:20]=1.FC(F)(F)C(O)=O, predict the reaction product. The product is: [CH3:16][O:15][CH2:14][CH2:13][CH2:12][CH2:11][C:10]1[N:18]([C:19]2[CH:24]=[CH:23][CH:22]=[CH:21][CH:20]=2)[C:1]([CH3:2])=[N:4][C:5]=1[C:6]([O:8][CH3:9])=[O:7].